Regression. Given a peptide amino acid sequence and an MHC pseudo amino acid sequence, predict their binding affinity value. This is MHC class II binding data. From a dataset of Peptide-MHC class II binding affinity with 134,281 pairs from IEDB. (1) The peptide sequence is KHLAVLVKYEGDTMA. The MHC is DRB1_1101 with pseudo-sequence DRB1_1101. The binding affinity (normalized) is 0.646. (2) The peptide sequence is RVDGLELKKLGEVSW. The MHC is HLA-DQA10601-DQB10402 with pseudo-sequence HLA-DQA10601-DQB10402. The binding affinity (normalized) is 0.241.